From a dataset of NCI-60 drug combinations with 297,098 pairs across 59 cell lines. Regression. Given two drug SMILES strings and cell line genomic features, predict the synergy score measuring deviation from expected non-interaction effect. (1) Drug 1: CC1C(C(CC(O1)OC2CC(OC(C2O)C)OC3=CC4=CC5=C(C(=O)C(C(C5)C(C(=O)C(C(C)O)O)OC)OC6CC(C(C(O6)C)O)OC7CC(C(C(O7)C)O)OC8CC(C(C(O8)C)O)(C)O)C(=C4C(=C3C)O)O)O)O. Drug 2: CC1C(C(CC(O1)OC2CC(CC3=C2C(=C4C(=C3O)C(=O)C5=C(C4=O)C(=CC=C5)OC)O)(C(=O)CO)O)N)O.Cl. Cell line: UO-31. Synergy scores: CSS=35.5, Synergy_ZIP=0.943, Synergy_Bliss=3.96, Synergy_Loewe=-3.05, Synergy_HSA=3.54. (2) Drug 1: CC1CCC2CC(C(=CC=CC=CC(CC(C(=O)C(C(C(=CC(C(=O)CC(OC(=O)C3CCCCN3C(=O)C(=O)C1(O2)O)C(C)CC4CCC(C(C4)OC)OCCO)C)C)O)OC)C)C)C)OC. Drug 2: CN(CC1=CN=C2C(=N1)C(=NC(=N2)N)N)C3=CC=C(C=C3)C(=O)NC(CCC(=O)O)C(=O)O. Cell line: SNB-75. Synergy scores: CSS=25.9, Synergy_ZIP=-7.55, Synergy_Bliss=-1.08, Synergy_Loewe=-5.28, Synergy_HSA=1.64. (3) Drug 1: CS(=O)(=O)C1=CC(=C(C=C1)C(=O)NC2=CC(=C(C=C2)Cl)C3=CC=CC=N3)Cl. Drug 2: CC1=CC2C(CCC3(C2CCC3(C(=O)C)OC(=O)C)C)C4(C1=CC(=O)CC4)C. Cell line: OVCAR-8. Synergy scores: CSS=7.51, Synergy_ZIP=-1.71, Synergy_Bliss=4.02, Synergy_Loewe=-1.05, Synergy_HSA=2.76. (4) Drug 1: C1C(C(OC1N2C=C(C(=O)NC2=O)F)CO)O. Drug 2: C(CC(=O)O)C(=O)CN.Cl. Cell line: COLO 205. Synergy scores: CSS=32.2, Synergy_ZIP=-3.15, Synergy_Bliss=-3.09, Synergy_Loewe=-5.41, Synergy_HSA=0.132. (5) Drug 1: CC1C(C(CC(O1)OC2CC(CC3=C2C(=C4C(=C3O)C(=O)C5=C(C4=O)C(=CC=C5)OC)O)(C(=O)CO)O)N)O.Cl. Drug 2: CC1OCC2C(O1)C(C(C(O2)OC3C4COC(=O)C4C(C5=CC6=C(C=C35)OCO6)C7=CC(=C(C(=C7)OC)O)OC)O)O. Cell line: HOP-62. Synergy scores: CSS=33.0, Synergy_ZIP=2.18, Synergy_Bliss=6.56, Synergy_Loewe=-3.10, Synergy_HSA=6.49. (6) Drug 1: CNC(=O)C1=CC=CC=C1SC2=CC3=C(C=C2)C(=NN3)C=CC4=CC=CC=N4. Drug 2: C1C(C(OC1N2C=C(C(=O)NC2=O)F)CO)O. Cell line: DU-145. Synergy scores: CSS=44.7, Synergy_ZIP=2.47, Synergy_Bliss=2.58, Synergy_Loewe=-18.2, Synergy_HSA=1.04.